The task is: Predict the reaction yield, written as a fraction of the theoretical maximum amount of product (1.0 means a 100% yield; for example, 0.34 means a 34% yield).. This data is from Reaction yield outcomes from USPTO patents with 853,638 reactions. (1) The catalyst is C1COCC1. The product is [CH2:1]([C:5]1[CH:6]=[C:7]2[C:12](=[C:13]([O:15][C@@H:16]3[CH2:20][CH2:19][N:18]([CH2:23][CH2:22][C:21]([O:25][CH3:26])=[O:24])[CH2:17]3)[CH:14]=1)[N:11]=[CH:10][CH:9]=[CH:8]2)[CH2:2][CH2:3][CH3:4]. The reactants are [CH2:1]([C:5]1[CH:6]=[C:7]2[C:12](=[C:13]([O:15][C@@H:16]3[CH2:20][CH2:19][NH:18][CH2:17]3)[CH:14]=1)[N:11]=[CH:10][CH:9]=[CH:8]2)[CH2:2][CH2:3][CH3:4].[C:21]([O:25][CH3:26])(=[O:24])[CH:22]=[CH2:23]. The yield is 0.910. (2) The reactants are C[Si]([N-][Si](C)(C)C)(C)C.[K+].[C:11](#[N:15])[CH:12]([CH3:14])[CH3:13].Br[C:17]1[CH:22]=[CH:21][CH:20]=[C:19]([Br:23])[N:18]=1. The catalyst is C1(C)C=CC=CC=1.CCOCC. The product is [Br:23][C:19]1[N:18]=[C:17]([C:12]([CH3:14])([CH3:13])[C:11]#[N:15])[CH:22]=[CH:21][CH:20]=1. The yield is 0.650.